Dataset: Catalyst prediction with 721,799 reactions and 888 catalyst types from USPTO. Task: Predict which catalyst facilitates the given reaction. (1) Reactant: [BH4-].[Li+].CO.[CH2:5]([O:12][C:13]1[CH:28]=[CH:27][C:16]([C:17](OCC2C=CC=CC=2)=[O:18])=[CH:15][N:14]=1)[C:6]1[CH:11]=[CH:10][CH:9]=[CH:8][CH:7]=1. Product: [CH2:5]([O:12][C:13]1[N:14]=[CH:15][C:16]([CH2:17][OH:18])=[CH:27][CH:28]=1)[C:6]1[CH:7]=[CH:8][CH:9]=[CH:10][CH:11]=1. The catalyst class is: 683. (2) Reactant: [NH2:1][C:2]1[S:3][C:4]2[C:10]([C:11]3[CH:16]=[CH:15][CH:14]=[CH:13][CH:12]=3)=[CH:9][CH:8]=[C:7]([O:17][CH3:18])[C:5]=2[N:6]=1.[C:19](Cl)(=[O:26])[C:20]1[CH:25]=[CH:24][CH:23]=[CH:22][CH:21]=1.Cl. Product: [CH3:18][O:17][C:7]1[C:5]2[N:6]=[C:2]([NH:1][C:19](=[O:26])[C:20]3[CH:25]=[CH:24][CH:23]=[CH:22][CH:21]=3)[S:3][C:4]=2[C:10]([C:11]2[CH:16]=[CH:15][CH:14]=[CH:13][CH:12]=2)=[CH:9][CH:8]=1. The catalyst class is: 17.